From a dataset of Forward reaction prediction with 1.9M reactions from USPTO patents (1976-2016). Predict the product of the given reaction. (1) Given the reactants [F:1][C:2]1[CH:7]=[CH:6][C:5]([C:8]([OH:17])(O)[CH2:9][C:10]2[CH:15]=[CH:14][N:13]=[CH:12][CH:11]=2)=[CH:4][CH:3]=1.C(Cl)(=O)C(Cl)=[O:20], predict the reaction product. The product is: [F:1][C:2]1[CH:7]=[CH:6][C:5]([C:8](=[O:17])[C:9]([C:10]2[CH:15]=[CH:14][N:13]=[CH:12][CH:11]=2)=[O:20])=[CH:4][CH:3]=1. (2) Given the reactants [Cl:1][C:2]1[C:10]([Cl:11])=[CH:9][CH:8]=[CH:7][C:3]=1[C:4]([OH:6])=O.[F:12][C:13]([F:30])([F:29])[C:14]1[N:19]=[CH:18][C:17]([CH:20]([N:23]2[CH2:28][CH2:27][O:26][CH2:25][CH2:24]2)[CH2:21][NH2:22])=[CH:16][N:15]=1, predict the reaction product. The product is: [Cl:1][C:2]1[C:10]([Cl:11])=[CH:9][CH:8]=[CH:7][C:3]=1[C:4]([NH:22][CH2:21][CH:20]([N:23]1[CH2:28][CH2:27][O:26][CH2:25][CH2:24]1)[C:17]1[CH:18]=[N:19][C:14]([C:13]([F:29])([F:30])[F:12])=[N:15][CH:16]=1)=[O:6]. (3) Given the reactants [NH2:1][C:2]1[C:7]([NH2:8])=[CH:6][C:5]([N+:9]([O-:11])=[O:10])=[CH:4][N:3]=1.[CH3:12][S:13][C:14]1[CH:22]=[CH:21][C:17]([C:18](O)=O)=[CH:16][CH:15]=1.[OH-].[Na+], predict the reaction product. The product is: [CH3:12][S:13][C:14]1[CH:22]=[CH:21][C:17]([C:18]2[NH:1][C:2]3=[N:3][CH:4]=[C:5]([N+:9]([O-:11])=[O:10])[CH:6]=[C:7]3[N:8]=2)=[CH:16][CH:15]=1. (4) The product is: [O:38]=[S:35]1(=[O:39])[CH2:36][CH2:37][N:32]([C:3]([C:4]2[CH:5]=[N:6][C:7]([N:10]3[CH:14]=[C:13]([C:15]4[C:16]([C:24]5[CH:25]=[CH:26][C:27]([F:30])=[CH:28][CH:29]=5)=[N:17][O:18][C:19]=4[C:20]([F:22])([F:23])[F:21])[N:12]=[CH:11]3)=[CH:8][CH:9]=2)=[O:2])[CH2:33][CH2:34]1. Given the reactants C[O:2][C:3](=O)[C:4]1[CH:9]=[CH:8][C:7]([N:10]2[CH:14]=[C:13]([C:15]3[C:16]([C:24]4[CH:29]=[CH:28][C:27]([F:30])=[CH:26][CH:25]=4)=[N:17][O:18][C:19]=3[C:20]([F:23])([F:22])[F:21])[N:12]=[CH:11]2)=[N:6][CH:5]=1.[NH:32]1[CH2:37][CH2:36][S:35](=[O:39])(=[O:38])[CH2:34][CH2:33]1, predict the reaction product. (5) The product is: [Br:1][C:2]1[CH:13]=[N:12][C:5]2=[N:6][C:7]([N:14]3[CH2:17][CH:16]([N:18]([CH3:26])[C:19](=[O:25])[O:20][C:21]([CH3:22])([CH3:23])[CH3:24])[CH2:15]3)=[C:8]([Cl:10])[N:9]=[C:4]2[CH:3]=1. Given the reactants [Br:1][C:2]1[CH:13]=[N:12][C:5]2=[N:6][C:7](Cl)=[C:8]([Cl:10])[N:9]=[C:4]2[CH:3]=1.[NH:14]1[CH2:17][CH:16]([N:18]([CH3:26])[C:19](=[O:25])[O:20][C:21]([CH3:24])([CH3:23])[CH3:22])[CH2:15]1.[NH4+].[Cl-], predict the reaction product. (6) Given the reactants [F:1][C:2]1[CH:7]=[CH:6][C:5]([F:8])=[CH:4][C:3]=1[CH:9]1[CH2:13][CH2:12][CH2:11][N:10]1[C:14]1[CH:19]=[CH:18][N:17]2[N:20]=[CH:21][C:22]([C:23](/[N:25]=[C:26](\[N:28](C)C)/[CH3:27])=O)=[C:16]2[N:15]=1.O.[NH2:32]N, predict the reaction product. The product is: [F:1][C:2]1[CH:7]=[CH:6][C:5]([F:8])=[CH:4][C:3]=1[CH:9]1[CH2:13][CH2:12][CH2:11][N:10]1[C:14]1[CH:19]=[CH:18][N:17]2[N:20]=[CH:21][C:22]([C:23]3[N:25]=[C:26]([CH3:27])[NH:28][N:32]=3)=[C:16]2[N:15]=1.